From a dataset of Full USPTO retrosynthesis dataset with 1.9M reactions from patents (1976-2016). Predict the reactants needed to synthesize the given product. (1) Given the product [C:1]([O:5][C:6]([N:8]1[CH2:15][CH:14]2[CH:9]1[CH2:10][CH2:11][N:12]([C:28]([C:25]1[CH:26]=[CH:27][O:23][CH:24]=1)=[O:29])[CH2:13]2)=[O:7])([CH3:4])([CH3:2])[CH3:3], predict the reactants needed to synthesize it. The reactants are: [C:1]([O:5][C:6]([N:8]1[CH2:15][CH:14]2[CH:9]1[CH2:10][CH2:11][NH:12][CH2:13]2)=[O:7])([CH3:4])([CH3:3])[CH3:2].C(N(CC)CC)C.[O:23]1[CH:27]=[CH:26][C:25]([C:28](Cl)=[O:29])=[CH:24]1. (2) Given the product [OH:1][NH:2][C:3]([C:5]1[CH:6]=[CH:7][C:8]([O:9][C:10]([C:12]2([C:18]3[CH:19]=[CH:20][C:21]([C:22]([OH:24])=[O:23])=[CH:29][CH:30]=3)[CH2:13][CH2:14][CH2:15][CH2:16][CH2:17]2)=[O:11])=[CH:31][CH:32]=1)=[O:4], predict the reactants needed to synthesize it. The reactants are: [OH:1][NH:2][C:3]([C:5]1[CH:32]=[CH:31][C:8]([O:9][C:10]([C:12]2([C:18]3[CH:30]=[CH:29][C:21]([C:22]([O:24]C(C)(C)C)=[O:23])=[CH:20][CH:19]=3)[CH2:17][CH2:16][CH2:15][CH2:14][CH2:13]2)=[O:11])=[CH:7][CH:6]=1)=[O:4].ClCCl.FC(F)(F)C(O)=O.